This data is from Full USPTO retrosynthesis dataset with 1.9M reactions from patents (1976-2016). The task is: Predict the reactants needed to synthesize the given product. (1) Given the product [F:18][C:19]1[CH:24]=[CH:23][C:22]([C:25]2[CH:30]=[CH:29][N:28]=[C:27]([N:31]3[CH2:32][CH2:33][N:34]([C:8]([NH:7][C:3]4[CH:2]=[N:1][CH:6]=[CH:5][CH:4]=4)=[O:15])[CH2:35][CH2:36]3)[N:26]=2)=[CH:21][CH:20]=1, predict the reactants needed to synthesize it. The reactants are: [N:1]1[CH:6]=[CH:5][CH:4]=[C:3]([NH:7][C:8](=[O:15])OCC(Cl)(Cl)Cl)[CH:2]=1.Cl.Cl.[F:18][C:19]1[CH:24]=[CH:23][C:22]([C:25]2[CH:30]=[CH:29][N:28]=[C:27]([N:31]3[CH2:36][CH2:35][NH:34][CH2:33][CH2:32]3)[N:26]=2)=[CH:21][CH:20]=1. (2) Given the product [Br:3][C:4]1[CH:5]=[C:6]([F:15])[CH:7]=[C:8]2[C:13]=1[C:12](=[O:14])[N:11]([CH2:24][C:21]1[CH:22]=[CH:23][C:18]([O:17][CH3:16])=[CH:19][CH:20]=1)[CH2:10][CH2:9]2, predict the reactants needed to synthesize it. The reactants are: [H-].[Na+].[Br:3][C:4]1[CH:5]=[C:6]([F:15])[CH:7]=[C:8]2[C:13]=1[C:12](=[O:14])[NH:11][CH2:10][CH2:9]2.[CH3:16][O:17][C:18]1[CH:23]=[CH:22][C:21]([CH2:24]Cl)=[CH:20][CH:19]=1.[NH4+].[Cl-]. (3) The reactants are: [NH2:1][C:2]1[CH:7]=[CH:6][CH:5]=[CH:4][CH:3]=1.C(=O)(O)[O-].[Na+].[C:13]1([CH3:23])[CH:18]=[CH:17][C:16]([S:19](Cl)(=[O:21])=[O:20])=[CH:15][CH:14]=1. Given the product [CH3:23][C:13]1[CH:18]=[CH:17][C:16]([S:19]([NH:1][C:2]2[CH:7]=[CH:6][CH:5]=[CH:4][CH:3]=2)(=[O:21])=[O:20])=[CH:15][CH:14]=1, predict the reactants needed to synthesize it. (4) The reactants are: [ClH:1].C(OC([NH:9][CH2:10][C@H:11]1[CH2:16][CH2:15][C@H:14]([C:17]([NH:19][C@H:20]([C:53](=[O:66])[NH:54][C:55]2[CH:60]=[CH:59][C:58]([C:61]3[N:62]=[N:63][NH:64][N:65]=3)=[CH:57][CH:56]=2)[CH2:21][C:22]2[CH:23]=[CH:24][C:25]([O:51][CH3:52])=[C:26]([C:28]3[CH:33]=[CH:32][C:31]([C:34]([NH:36][CH:37]4[CH2:42][CH2:41][N:40](C(OC(C)(C)C)=O)[CH2:39][CH2:38]4)=[O:35])=[CH:30][C:29]=3[CH3:50])[CH:27]=2)=[O:18])[CH2:13][CH2:12]1)=O)(C)(C)C. Given the product [ClH:1].[NH2:9][CH2:10][C@H:11]1[CH2:16][CH2:15][C@H:14]([C:17]([NH:19][C@H:20]([C:53](=[O:66])[NH:54][C:55]2[CH:56]=[CH:57][C:58]([C:61]3[N:62]=[N:63][NH:64][N:65]=3)=[CH:59][CH:60]=2)[CH2:21][C:22]2[CH:23]=[CH:24][C:25]([O:51][CH3:52])=[C:26]([C:28]3[CH:33]=[CH:32][C:31]([C:34]([NH:36][CH:37]4[CH2:38][CH2:39][NH:40][CH2:41][CH2:42]4)=[O:35])=[CH:30][C:29]=3[CH3:50])[CH:27]=2)=[O:18])[CH2:13][CH2:12]1, predict the reactants needed to synthesize it.